The task is: Regression/Classification. Given a drug SMILES string, predict its absorption, distribution, metabolism, or excretion properties. Task type varies by dataset: regression for continuous measurements (e.g., permeability, clearance, half-life) or binary classification for categorical outcomes (e.g., BBB penetration, CYP inhibition). Dataset: cyp3a4_veith.. This data is from CYP3A4 inhibition data for predicting drug metabolism from PubChem BioAssay. (1) The drug is N[C@H](C(=O)O)[C@@H]1[C@@H](C(=O)O)C1(F)F. The result is 0 (non-inhibitor). (2) The compound is Cc1nc2ccccc2c(=O)n1-n1cnnc1. The result is 0 (non-inhibitor).